This data is from Reaction yield outcomes from USPTO patents with 853,638 reactions. The task is: Predict the reaction yield, written as a fraction of the theoretical maximum amount of product (1.0 means a 100% yield; for example, 0.34 means a 34% yield). (1) The reactants are [C:1]([C:5]1[CH:31]=[CH:30][C:8]([C:9]([NH:11][C:12]2[CH:28]=[C:27]([NH2:29])[CH:26]=[CH:25][C:13]=2[C:14]([NH:16][C:17]2[CH:22]=[CH:21][C:20]([O:23][CH3:24])=[CH:19][CH:18]=2)=[O:15])=[O:10])=[CH:7][CH:6]=1)([CH3:4])([CH3:3])[CH3:2].[CH2:32]([S:34](Cl)(=[O:36])=[O:35])[CH3:33]. No catalyst specified. The product is [C:1]([C:5]1[CH:31]=[CH:30][C:8]([C:9]([NH:11][C:12]2[CH:28]=[C:27]([NH:29][S:34]([CH2:32][CH3:33])(=[O:36])=[O:35])[CH:26]=[CH:25][C:13]=2[C:14]([NH:16][C:17]2[CH:22]=[CH:21][C:20]([O:23][CH3:24])=[CH:19][CH:18]=2)=[O:15])=[O:10])=[CH:7][CH:6]=1)([CH3:4])([CH3:2])[CH3:3]. The yield is 0.520. (2) The reactants are [CH2:1]([O:3][C:4]([C:6]1[C:7]([C:11]([F:14])([F:13])[F:12])=[N:8][NH:9][CH:10]=1)=[O:5])[CH3:2].C(=O)([O-])[O-].[K+].[K+].I[C:22]1[CH:27]=[CH:26][CH:25]=[CH:24][CH:23]=1.CN[C@@H]1CCCC[C@H]1NC. The catalyst is C1(C)C=CC=CC=1.C(OCC)(=O)C.[Cu]I. The product is [CH2:1]([O:3][C:4]([C:6]1[C:7]([C:11]([F:13])([F:14])[F:12])=[N:8][N:9]([C:22]2[CH:27]=[CH:26][CH:25]=[CH:24][CH:23]=2)[CH:10]=1)=[O:5])[CH3:2]. The yield is 0.820.